Dataset: Full USPTO retrosynthesis dataset with 1.9M reactions from patents (1976-2016). Task: Predict the reactants needed to synthesize the given product. The reactants are: [N:1]([CH2:4][C:5]1[CH:6]=[C:7]([C:11]2[N:15]=[CH:14][N:13]([C:16]3[CH:21]=[CH:20][C:19]([O:22][C:23]([F:26])([F:25])[F:24])=[CH:18][CH:17]=3)[N:12]=2)[CH:8]=[CH:9][CH:10]=1)=[C:2]=[O:3].[CH:27]([C:30]1[CH:35]=[CH:34][CH:33]=[CH:32][C:31]=1[NH:36][C:37]([NH2:39])=[S:38])([CH3:29])[CH3:28]. Given the product [CH:27]([C:30]1[CH:35]=[CH:34][CH:33]=[CH:32][C:31]=1[NH:36][C:37]([NH:39][C:2]([NH:1][CH2:4][C:5]1[CH:10]=[CH:9][CH:8]=[C:7]([C:11]2[N:15]=[CH:14][N:13]([C:16]3[CH:21]=[CH:20][C:19]([O:22][C:23]([F:25])([F:24])[F:26])=[CH:18][CH:17]=3)[N:12]=2)[CH:6]=1)=[O:3])=[S:38])([CH3:29])[CH3:28], predict the reactants needed to synthesize it.